Dataset: Forward reaction prediction with 1.9M reactions from USPTO patents (1976-2016). Task: Predict the product of the given reaction. (1) Given the reactants CC([O-])(C)C.[K+].Cl[CH:8]([CH:14]1[CH2:19][CH2:18][CH2:17][CH2:16][CH2:15]1)[C:9]([O:11][CH2:12][CH3:13])=[O:10].[F:20][C:21]1[CH:26]=[CH:25][CH:24]=[CH:23][C:22]=1[N+:27]([O-:29])=[O:28].Cl, predict the reaction product. The product is: [CH:14]1([CH:8]([C:25]2[CH:24]=[CH:23][C:22]([N+:27]([O-:29])=[O:28])=[C:21]([F:20])[CH:26]=2)[C:9]([O:11][CH2:12][CH3:13])=[O:10])[CH2:19][CH2:18][CH2:17][CH2:16][CH2:15]1. (2) Given the reactants [CH3:1][C:2]1([CH3:14])[C:6]([CH3:8])([CH3:7])[O:5][B:4]([C:9]2[CH:10]=[N:11][NH:12][CH:13]=2)[O:3]1.C1(C)C=CC(S(O[CH2:25][C@H:26]2[CH2:30][O:29][C:28]([CH3:32])([CH3:31])[O:27]2)(=O)=O)=CC=1, predict the reaction product. The product is: [CH3:31][C:28]1([CH3:32])[O:27][C@@H:26]([CH2:25][N:12]2[CH:13]=[C:9]([B:4]3[O:5][C:6]([CH3:7])([CH3:8])[C:2]([CH3:14])([CH3:1])[O:3]3)[CH:10]=[N:11]2)[CH2:30][O:29]1.